The task is: Regression. Given two drug SMILES strings and cell line genomic features, predict the synergy score measuring deviation from expected non-interaction effect.. This data is from NCI-60 drug combinations with 297,098 pairs across 59 cell lines. (1) Drug 1: C1C(C(OC1N2C=NC3=C(N=C(N=C32)Cl)N)CO)O. Drug 2: CC1=C(C(=O)C2=C(C1=O)N3CC4C(C3(C2COC(=O)N)OC)N4)N. Cell line: MOLT-4. Synergy scores: CSS=80.4, Synergy_ZIP=0.285, Synergy_Bliss=-0.688, Synergy_Loewe=-2.62, Synergy_HSA=0.922. (2) Drug 1: C1=CN(C(=O)N=C1N)C2C(C(C(O2)CO)O)O.Cl. Drug 2: CC=C1C(=O)NC(C(=O)OC2CC(=O)NC(C(=O)NC(CSSCCC=C2)C(=O)N1)C(C)C)C(C)C. Cell line: CAKI-1. Synergy scores: CSS=58.9, Synergy_ZIP=2.06, Synergy_Bliss=2.79, Synergy_Loewe=-4.16, Synergy_HSA=4.09. (3) Drug 1: CS(=O)(=O)C1=CC(=C(C=C1)C(=O)NC2=CC(=C(C=C2)Cl)C3=CC=CC=N3)Cl. Drug 2: CCCCCOC(=O)NC1=NC(=O)N(C=C1F)C2C(C(C(O2)C)O)O. Cell line: BT-549. Synergy scores: CSS=0.312, Synergy_ZIP=0.517, Synergy_Bliss=0.864, Synergy_Loewe=-2.04, Synergy_HSA=-1.06. (4) Drug 1: CC1=CC=C(C=C1)C2=CC(=NN2C3=CC=C(C=C3)S(=O)(=O)N)C(F)(F)F. Drug 2: COC1=NC(=NC2=C1N=CN2C3C(C(C(O3)CO)O)O)N. Synergy scores: CSS=-3.38, Synergy_ZIP=1.26, Synergy_Bliss=-0.351, Synergy_Loewe=-3.36, Synergy_HSA=-3.35. Cell line: NCI-H460. (5) Drug 1: CN(C)C1=NC(=NC(=N1)N(C)C)N(C)C. Drug 2: CCN(CC)CCCC(C)NC1=C2C=C(C=CC2=NC3=C1C=CC(=C3)Cl)OC. Cell line: NCI-H460. Synergy scores: CSS=35.3, Synergy_ZIP=19.7, Synergy_Bliss=19.0, Synergy_Loewe=12.1, Synergy_HSA=16.6. (6) Drug 1: C#CCC(CC1=CN=C2C(=N1)C(=NC(=N2)N)N)C3=CC=C(C=C3)C(=O)NC(CCC(=O)O)C(=O)O. Drug 2: C(CCl)NC(=O)N(CCCl)N=O. Cell line: EKVX. Synergy scores: CSS=5.25, Synergy_ZIP=-3.95, Synergy_Bliss=-7.20, Synergy_Loewe=2.74, Synergy_HSA=-6.64.